This data is from Full USPTO retrosynthesis dataset with 1.9M reactions from patents (1976-2016). The task is: Predict the reactants needed to synthesize the given product. Given the product [OH:2][C:3]1[CH:4]=[C:5]([S:11][C:12]2[CH:22]=[CH:21][C:15]3[NH:16][C:17](=[O:20])[CH2:18][O:19][C:14]=3[CH:13]=2)[CH:6]=[CH:7][C:8]=1[OH:9], predict the reactants needed to synthesize it. The reactants are: C[O:2][C:3]1[CH:4]=[C:5]([S:11][C:12]2[CH:22]=[CH:21][C:15]3[NH:16][C:17](=[O:20])[CH2:18][O:19][C:14]=3[CH:13]=2)[CH:6]=[CH:7][C:8]=1[O:9]C.B(Br)(Br)Br.